From a dataset of Forward reaction prediction with 1.9M reactions from USPTO patents (1976-2016). Predict the product of the given reaction. Given the reactants Cl.[F:2][C:3]1[CH:8]=[CH:7][C:6]([CH:9]([OH:23])[CH:10]([NH2:22])[CH2:11][C:12]2[CH:17]=[CH:16][C:15]([C:18]([F:21])([F:20])[F:19])=[CH:14][CH:13]=2)=[CH:5][CH:4]=1.[F:24][C:25]([F:40])([F:39])[C:26]1[CH:27]=[C:28]([CH:32]=[C:33]([C:35]([F:38])([F:37])[F:36])[CH:34]=1)[C:29](Cl)=[O:30].C(=O)([O-])O.[Na+], predict the reaction product. The product is: [F:2][C:3]1[CH:4]=[CH:5][C:6]([CH:9]([OH:23])[CH:10]([NH:22][C:29](=[O:30])[C:28]2[CH:32]=[C:33]([C:35]([F:36])([F:37])[F:38])[CH:34]=[C:26]([C:25]([F:24])([F:39])[F:40])[CH:27]=2)[CH2:11][C:12]2[CH:17]=[CH:16][C:15]([C:18]([F:21])([F:20])[F:19])=[CH:14][CH:13]=2)=[CH:7][CH:8]=1.